This data is from Full USPTO retrosynthesis dataset with 1.9M reactions from patents (1976-2016). The task is: Predict the reactants needed to synthesize the given product. (1) Given the product [Br:1][C:2]1[CH:3]=[CH:4][C:5]([S:8]([NH:11][CH2:12][C:13]2[CH:14]=[CH:15][C:16]([C:17]([NH:28][C:29]3[CH:34]=[CH:33][N:32]=[CH:31][CH:30]=3)=[O:19])=[CH:20][CH:21]=2)(=[O:9])=[O:10])=[CH:6][CH:7]=1, predict the reactants needed to synthesize it. The reactants are: [Br:1][C:2]1[CH:7]=[CH:6][C:5]([S:8]([NH:11][CH2:12][C:13]2[CH:21]=[CH:20][C:16]([C:17]([OH:19])=O)=[CH:15][CH:14]=2)(=[O:10])=[O:9])=[CH:4][CH:3]=1.C(Cl)(=O)C(Cl)=O.[NH2:28][C:29]1[CH:34]=[CH:33][N:32]=[CH:31][CH:30]=1. (2) Given the product [NH2:1][C@@H:4]1[CH2:9][C@H:8]2[C@H:10]3[C@H:19]([CH2:20][CH2:21][C@:6]2([CH3:7])[C@H:5]1[OH:24])[C:18]1[CH:17]=[CH:16][C:15]([O:22][CH3:23])=[CH:14][C:13]=1[CH2:12][CH2:11]3, predict the reactants needed to synthesize it. The reactants are: [N:1]([C@@H:4]1[CH2:9][C@H:8]2[C@H:10]3[C@H:19]([CH2:20][CH2:21][C@:6]2([CH3:7])[C@H:5]1[OH:24])[C:18]1[CH:17]=[CH:16][C:15]([O:22][CH3:23])=[CH:14][C:13]=1[CH2:12][CH2:11]3)=[N+]=[N-].O.NN.